Dataset: Catalyst prediction with 721,799 reactions and 888 catalyst types from USPTO. Task: Predict which catalyst facilitates the given reaction. (1) Reactant: [Si:1]([O:8][C@@H:9]1[CH2:14][CH2:13][CH2:12][N:11]([C:15]2[CH:20]=[CH:19][N:18]=[CH:17][C:16]=2[N+:21]([O-])=O)[CH2:10]1)([C:4]([CH3:7])([CH3:6])[CH3:5])([CH3:3])[CH3:2]. Product: [Si:1]([O:8][C@@H:9]1[CH2:14][CH2:13][CH2:12][N:11]([C:15]2[CH:20]=[CH:19][N:18]=[CH:17][C:16]=2[NH2:21])[CH2:10]1)([C:4]([CH3:7])([CH3:5])[CH3:6])([CH3:3])[CH3:2]. The catalyst class is: 8. (2) Reactant: COC1C=C(OC)C=CC=1C[O:6][NH:7][C:8](=[O:31])[CH:9]([CH2:27][CH:28]([CH3:30])[CH3:29])[CH2:10][S:11]([N:14]1[CH2:19][CH2:18][N:17]([C:20]2[CH:25]=[CH:24][C:23]([F:26])=[CH:22][CH:21]=2)[CH2:16][CH2:15]1)(=[O:13])=[O:12].FC(F)(F)C(O)=O.C([SiH](CC)CC)C. Product: [OH:6][NH:7][C:8](=[O:31])[CH:9]([CH2:27][CH:28]([CH3:29])[CH3:30])[CH2:10][S:11]([N:14]1[CH2:19][CH2:18][N:17]([C:20]2[CH:25]=[CH:24][C:23]([F:26])=[CH:22][CH:21]=2)[CH2:16][CH2:15]1)(=[O:12])=[O:13]. The catalyst class is: 4. (3) Reactant: C(OC([N:8]1[CH2:13][CH2:12][CH:11]([NH:14][C:15]2[CH:20]=[CH:19][N:18]=[C:17]([CH3:21])[CH:16]=2)[CH2:10][CH2:9]1)=O)(C)(C)C.[ClH:22]. Product: [ClH:22].[ClH:22].[CH3:21][C:17]1[CH:16]=[C:15]([NH:14][CH:11]2[CH2:12][CH2:13][NH:8][CH2:9][CH2:10]2)[CH:20]=[CH:19][N:18]=1. The catalyst class is: 12. (4) Reactant: CN(C1C(C2C(P(C3CCCCC3)C3CCCCC3)=CC=CC=2)=CC=CC=1)C.[C:29]([N:32]1[C:41]2[C:36](=[CH:37][C:38]([N:42]3[CH2:47][CH2:46][N:45]([C:48]([O:50][C:51]([CH3:54])([CH3:53])[CH3:52])=[O:49])[C@@H:44]([CH3:55])[CH2:43]3)=[CH:39][CH:40]=2)[C@H:35]([NH2:56])[C@@H:34]([CH3:57])[C@@H:33]1[CH:58]1[CH2:60][CH2:59]1)(=[O:31])[CH3:30].Br[C:62]1[CH:67]=[CH:66][C:65]([F:68])=[CH:64][N:63]=1.CC(C)([O-])C.[Na+]. Product: [C:29]([N:32]1[C:41]2[C:36](=[CH:37][C:38]([N:42]3[CH2:47][CH2:46][N:45]([C:48]([O:50][C:51]([CH3:54])([CH3:52])[CH3:53])=[O:49])[C@@H:44]([CH3:55])[CH2:43]3)=[CH:39][CH:40]=2)[C@H:35]([NH:56][C:62]2[CH:67]=[CH:66][C:65]([F:68])=[CH:64][N:63]=2)[C@@H:34]([CH3:57])[C@@H:33]1[CH:58]1[CH2:59][CH2:60]1)(=[O:31])[CH3:30]. The catalyst class is: 62. (5) Reactant: [Cl:1][CH2:2][C:3]1[O:7][C:6]([C:8]2[C:16]3[C:11](=[C:12]([O:17][CH3:18])[CH:13]=[CH:14][CH:15]=3)[N:10]([CH2:19][CH:20]3[CH2:25][CH2:24][CH2:23][CH2:22][CH2:21]3)[CH:9]=2)=[N:5][N:4]=1.[CH2:26]([NH:28][CH2:29][CH3:30])[CH3:27]. Product: [ClH:1].[CH:20]1([CH2:19][N:10]2[C:11]3[C:16](=[CH:15][CH:14]=[CH:13][C:12]=3[O:17][CH3:18])[C:8]([C:6]3[O:7][C:3]([CH2:2][N:28]([CH2:29][CH3:30])[CH2:26][CH3:27])=[N:4][N:5]=3)=[CH:9]2)[CH2:25][CH2:24][CH2:23][CH2:22][CH2:21]1. The catalyst class is: 7. (6) The catalyst class is: 7. Reactant: [Cl:1][C:2]1[C:3]([O:12][C:13]2[CH:20]=[C:19]([O:21][CH2:22][O:23][CH3:24])[CH:18]=[CH:17][C:14]=2C=O)=[N:4][CH:5]=[C:6]([C:8]([F:11])([F:10])[F:9])[CH:7]=1.Br[CH2:26][C:27](OCC)=[O:28].C(O)(C)(C)C.CC(C)([O-])C.[K+]. Product: [Cl:1][C:2]1[C:3]([O:12][C:13]2[CH:20]=[C:19]([O:21][CH2:22][O:23][CH3:24])[CH:18]=[CH:17][C:14]=2[CH2:26][CH:27]=[O:28])=[N:4][CH:5]=[C:6]([C:8]([F:9])([F:11])[F:10])[CH:7]=1. (7) Reactant: [C:1]([O:5][C:6]([N:8]1[CH2:13][CH2:12][C:11]2[NH:14][N:15]=[C:16]([CH2:17][CH:18]=[CH2:19])[C:10]=2[CH2:9]1)=[O:7])([CH3:4])([CH3:3])[CH3:2]. Product: [CH2:17]([C:16]1[C:10]2[CH2:9][N:8]([C:6]([O:5][C:1]([CH3:2])([CH3:4])[CH3:3])=[O:7])[CH2:13][CH2:12][C:11]=2[NH:14][N:15]=1)[CH2:18][CH3:19]. The catalyst class is: 19. (8) Reactant: [Cl:1][CH2:2][O:3][C:4]1[C:9]([CH3:10])=[CH:8][CH:7]=[CH:6][C:5]=1[CH3:11].[SH:12][CH2:13][CH2:14][C:15]([O:17]C)=[O:16].CC1C=CC=C(C)C=1O.[OH-].[Na+].BrCCl. Product: [CH3:11][C:5]1[CH:6]=[CH:7][CH:8]=[C:9]([CH3:10])[C:4]=1[O:3][CH2:2][S:12][CH2:13][CH2:14][C:15]([OH:17])=[O:16].[Cl:1][CH2:2][O:3][C:4]1[C:5]([CH3:11])=[CH:6][CH:7]=[CH:8][C:9]=1[CH3:10]. The catalyst class is: 7.